From a dataset of Full USPTO retrosynthesis dataset with 1.9M reactions from patents (1976-2016). Predict the reactants needed to synthesize the given product. (1) Given the product [NH2:12][C:11]1[C:10]2[C:5](=[N:6][CH:7]=[CH:8][CH:9]=2)[Se:1][C:14]=1[C:15]([O:17][CH2:18][CH3:19])=[O:16], predict the reactants needed to synthesize it. The reactants are: [Se-2:1].[Na+].[Na+].Cl[C:5]1[C:10]([C:11]#[N:12])=[CH:9][CH:8]=[CH:7][N:6]=1.Cl[CH2:14][C:15]([O:17][CH2:18][CH3:19])=[O:16].C[O-].[Na+]. (2) Given the product [F:1][C:2]1[C:11]2[C:6](=[CH:7][CH:8]=[CH:9][CH:10]=2)[CH:5]=[CH:4][C:3]=1[O:12][CH2:20][CH2:21][NH:22][C:23](=[O:29])[O:24][C:25]([CH3:28])([CH3:27])[CH3:26], predict the reactants needed to synthesize it. The reactants are: [F:1][C:2]1[C:11]2[C:6](=[CH:7][CH:8]=[CH:9][CH:10]=2)[CH:5]=[CH:4][C:3]=1[OH:12].C([O-])([O-])=O.[K+].[K+].Br[CH2:20][CH2:21][NH:22][C:23](=[O:29])[O:24][C:25]([CH3:28])([CH3:27])[CH3:26].CCCCCC.C(OCC)(=O)C. (3) Given the product [OH:24][CH2:23][CH2:25][NH:26][C:3]1[N:4]=[N:5][C:6]([C:21]#[N:22])=[C:7]([N:9]2[CH2:14][CH:13]=[C:12]([C:15]3[CH:20]=[CH:19][CH:18]=[CH:17][CH:16]=3)[CH2:11][CH2:10]2)[N:8]=1, predict the reactants needed to synthesize it. The reactants are: CS[C:3]1[N:4]=[N:5][C:6]([C:21]#[N:22])=[C:7]([N:9]2[CH2:14][CH:13]=[C:12]([C:15]3[CH:20]=[CH:19][CH:18]=[CH:17][CH:16]=3)[CH2:11][CH2:10]2)[N:8]=1.[CH2:23]([CH2:25][NH2:26])[OH:24]. (4) Given the product [Br:29][C:2]([Br:1])=[CH:3][C:4]1[CH:9]=[CH:8][C:7]([N:10]2[CH2:14][C@H:13]([CH2:15][NH:16][C:17](=[O:26])[CH3:18])[O:12][C:11]2=[O:27])=[CH:6][C:5]=1[F:28], predict the reactants needed to synthesize it. The reactants are: [Br:1][C:2]([Br:29])=[CH:3][C:4]1[CH:9]=[CH:8][C:7]([N:10]2[CH2:14][C@H:13]([CH2:15][N:16]3C(=O)C4[C:18](=CC=CC=4)[C:17]3=[O:26])[O:12][C:11]2=[O:27])=[CH:6][C:5]=1[F:28].O.NN.